This data is from Full USPTO retrosynthesis dataset with 1.9M reactions from patents (1976-2016). The task is: Predict the reactants needed to synthesize the given product. (1) Given the product [CH3:26][C:23]1[CH:24]=[CH:25][C:20]([N:3]2[CH:4]=[C:5]([C:7]#[C:8][C:9]3[CH:14]=[CH:13][CH:12]=[C:11]([C:15]([F:18])([F:16])[F:17])[CH:10]=3)[N:6]=[C:2]2[CH3:1])=[N:21][CH:22]=1, predict the reactants needed to synthesize it. The reactants are: [CH3:1][C:2]1[NH:3][CH:4]=[C:5]([C:7]#[C:8][C:9]2[CH:14]=[CH:13][CH:12]=[C:11]([C:15]([F:18])([F:17])[F:16])[CH:10]=2)[N:6]=1.F[C:20]1[CH:25]=[CH:24][C:23]([CH3:26])=[CH:22][N:21]=1. (2) The reactants are: [Br:1][CH2:2][C:3]1[CH:11]=[CH:10][CH:9]=[C:8]2[C:4]=1[CH2:5][CH:6]([CH3:14])[CH:7]2OC.C1(C)C=CC=CC=1.CC1C=CC(S(O)(=O)=O)=CC=1. Given the product [Br:1][CH2:2][C:3]1[CH:11]=[CH:10][CH:9]=[C:8]2[C:4]=1[CH2:5][C:6]([CH3:14])=[CH:7]2, predict the reactants needed to synthesize it. (3) Given the product [N:43]1[CH:42]=[C:41]([C:39]([NH:38][C:36]2[CH:37]=[C:32]([C:30]3[N:29]=[C:25]([CH2:24][CH:22]4[CH2:21][N:20]([C:18]([O:17][C:13]([CH3:14])([CH3:15])[CH3:16])=[O:19])[CH2:23]4)[O:27][N:31]=3)[CH:33]=[CH:34][C:35]=2[CH3:50])=[O:40])[N:45]2[CH:46]=[CH:47][CH:48]=[CH:49][C:44]=12, predict the reactants needed to synthesize it. The reactants are: C(C1NC=CN=1)(C1NC=CN=1)=O.[C:13]([O:17][C:18]([N:20]1[CH2:23][CH:22]([CH2:24][C:25]([OH:27])=O)[CH2:21]1)=[O:19])([CH3:16])([CH3:15])[CH3:14].O[N:29]=[C:30]([C:32]1[CH:33]=[CH:34][C:35]([CH3:50])=[C:36]([NH:38][C:39]([C:41]2[N:45]3[CH:46]=[CH:47][CH:48]=[CH:49][C:44]3=[N:43][CH:42]=2)=[O:40])[CH:37]=1)[NH2:31].O.